This data is from Peptide-MHC class I binding affinity with 185,985 pairs from IEDB/IMGT. The task is: Regression. Given a peptide amino acid sequence and an MHC pseudo amino acid sequence, predict their binding affinity value. This is MHC class I binding data. (1) The peptide sequence is SALMTLDDL. The MHC is HLA-A02:03 with pseudo-sequence HLA-A02:03. The binding affinity (normalized) is 0.394. (2) The peptide sequence is GLMHNQNAL. The MHC is HLA-A24:02 with pseudo-sequence HLA-A24:02. The binding affinity (normalized) is 0.0287.